This data is from Rat liver microsome stability data. The task is: Regression/Classification. Given a drug SMILES string, predict its absorption, distribution, metabolism, or excretion properties. Task type varies by dataset: regression for continuous measurements (e.g., permeability, clearance, half-life) or binary classification for categorical outcomes (e.g., BBB penetration, CYP inhibition). Dataset: rlm. (1) The compound is Cc1sc2c(c1C)C(c1ccc(Cl)cc1)=N[C@H](CC(=O)NCCCCNC(=O)COc1cccc3c1C(=O)N([C@H]1CCC(=O)NC1=O)C3=O)c1nnc(C)n1-2. The result is 1 (stable in rat liver microsomes). (2) The molecule is CCCCN1C(=O)C(CC2CCCCC2)NC(=O)C12CCN(Cc1ccc(Oc3ccccc3)cc1)CC2. The result is 1 (stable in rat liver microsomes). (3) The compound is Cc1c(C(=O)Nc2ccnc(Cl)n2)nn(C)c1-c1ccc(F)cc1. The result is 0 (unstable in rat liver microsomes). (4) The molecule is O=C(O)Cc1ccccc1Nc1c(Cl)cccc1Cl. The result is 1 (stable in rat liver microsomes). (5) The molecule is NC(=O)C1CCN(c2nc(-c3ccc4ccccc4c3)cs2)CC1. The result is 1 (stable in rat liver microsomes). (6) The drug is Cc1cc(Nc2nc(-c3ccncc3)nc3ccccc23)[nH]n1. The result is 1 (stable in rat liver microsomes). (7) The drug is CCc1nc(C)c(CN2CCN(c3cccn4cc(-c5ccc(C(C)(C)C)cc5)nc34)CC2)[nH]1. The result is 1 (stable in rat liver microsomes). (8) The result is 1 (stable in rat liver microsomes). The compound is CC(CNC(=O)c1ccc(F)cc1)CN(C1=NS(=O)(=O)c2ccccc21)c1ccccc1. (9) The compound is Clc1ccc(-c2nc(-c3ccc(Br)o3)no2)c(Cl)c1. The result is 1 (stable in rat liver microsomes).